From a dataset of Retrosynthesis with 50K atom-mapped reactions and 10 reaction types from USPTO. Predict the reactants needed to synthesize the given product. (1) Given the product CCOC(=O)C1CCN(c2ccc(C(C)C(O)(c3ccc4c(c3)N(C)C(=O)CO4)C(F)(F)F)c(Cl)c2)CC1, predict the reactants needed to synthesize it. The reactants are: CC(c1ccc(Br)cc1Cl)C(O)(c1ccc2c(c1)N(C)C(=O)CO2)C(F)(F)F.CCOC(=O)C1CCNCC1. (2) Given the product O=C(OCc1ccccc1)N1CCN(N2C(=O)c3ccccc3C2=O)C(=O)C1, predict the reactants needed to synthesize it. The reactants are: CCOC(=O)CN(CCNN1C(=O)c2ccccc2C1=O)C(=O)OCc1ccccc1. (3) Given the product CN(C)CCCn1cc(-c2cncc(-c3cc(-c4cc(Cl)ccc4F)nc4ncccc34)c2)cn1, predict the reactants needed to synthesize it. The reactants are: CN(C)CCCn1cc(B2OC(C)(C)C(C)(C)O2)cn1.Fc1ccc(Cl)cc1-c1cc(-c2cncc(Br)c2)c2cccnc2n1.